From a dataset of Reaction yield outcomes from USPTO patents with 853,638 reactions. Predict the reaction yield, written as a fraction of the theoretical maximum amount of product (1.0 means a 100% yield; for example, 0.34 means a 34% yield). (1) The reactants are [CH3:1][CH:2]([CH3:40])[C@H:3]([NH:35][C:36](=[O:39])[O:37][CH3:38])[C:4](=[O:34])[N:5]1[C@H:13]([C:14]2[NH:15][C:16]([C:19]3[CH:24]=[CH:23][C:22](B4OC(C)(C)C(C)(C)O4)=[CH:21][CH:20]=3)=[CH:17][N:18]=2)[CH2:12][C:7]2([O:11][CH2:10][CH2:9][O:8]2)[CH2:6]1.Br[C:42]1[CH:47]=[CH:46][C:45]([C:48]2[NH:52][C:51]([C@@H:53]3[CH2:65][N:63]4[C:64]5[CH:56]([C@@H:57]([NH:66][C:67](=[O:70])[O:68][CH3:69])[CH2:58][CH2:59][C:60]=5[CH:61]=[CH:62]4)[C:55](=[O:71])[CH2:54]3)=[N:50][CH:49]=2)=[CH:44][CH:43]=1.C(=O)(O)[O-].[Na+]. The catalyst is Cl[Pd]Cl.C(O)(C)(C)C. The product is [CH3:69][O:68][C:67](=[O:70])[NH:66][C@@H:57]1[CH:56]2[C:55](=[O:71])[CH2:54][C@H:53]([C:51]3[NH:52][C:48]([C:45]4[CH:44]=[CH:43][C:42]([C:22]5[CH:23]=[CH:24][C:19]([C:16]6[NH:15][C:14]([C@@H:13]7[CH2:12][C:7]8([O:8][CH2:9][CH2:10][O:11]8)[CH2:6][N:5]7[C:4](=[O:34])[C@@H:3]([NH:35][C:36]([O:37][CH3:38])=[O:39])[CH:2]([CH3:40])[CH3:1])=[N:18][CH:17]=6)=[CH:20][CH:21]=5)=[CH:47][CH:46]=4)=[CH:49][N:50]=3)[CH2:65][N:63]3[C:64]2=[C:60]([CH:61]=[CH:62]3)[CH2:59][CH2:58]1. The yield is 0.381. (2) The reactants are Br[C:2]1[C:7]([Cl:8])=[CH:6][C:5]([C:9]2[CH:14]=[CH:13][C:12]([Cl:15])=[CH:11][CH:10]=2)=[CH:4][N:3]=1.[CH3:16][Si:17]([C:20]#[CH:21])([CH3:19])[CH3:18]. The product is [Cl:8][C:7]1[C:2]([C:21]#[C:20][Si:17]([CH3:19])([CH3:18])[CH3:16])=[N:3][CH:4]=[C:5]([C:9]2[CH:14]=[CH:13][C:12]([Cl:15])=[CH:11][CH:10]=2)[CH:6]=1. No catalyst specified. The yield is 1.00. (3) The reactants are [Cl:1][C:2]1[N:10]=[CH:9][CH:8]=[CH:7][C:3]=1[C:4]([OH:6])=[O:5].C(Cl)(=O)C(Cl)=O.[CH:17](O)([CH3:19])[CH3:18].CCN(CC)CC. The catalyst is C(Cl)Cl.CN(C=O)C. The product is [Cl:1][C:2]1[N:10]=[CH:9][CH:8]=[CH:7][C:3]=1[C:4]([O:6][CH:17]([CH3:19])[CH3:18])=[O:5]. The yield is 0.890. (4) The reactants are [C:1]([O:5][C:6](=[O:41])[C@@H:7]([N:14]1[C:18](=[O:19])[C:17]2([CH2:24][CH2:23][N:22](C(OCC3C=CC=CC=3)=O)[CH2:21][CH2:20]2)[N:16]([C:35]2[CH:40]=[CH:39][CH:38]=[CH:37][CH:36]=2)[CH2:15]1)[C:8]1[CH:13]=[CH:12][CH:11]=[CH:10][CH:9]=1)([CH3:4])([CH3:3])[CH3:2]. The catalyst is C(OCC)(=O)C.C(O)C.[Pd]. The product is [O:19]=[C:18]1[C:17]2([CH2:20][CH2:21][NH:22][CH2:23][CH2:24]2)[N:16]([C:35]2[CH:40]=[CH:39][CH:38]=[CH:37][CH:36]=2)[CH2:15][N:14]1[C@@H:7]([C:8]1[CH:9]=[CH:10][CH:11]=[CH:12][CH:13]=1)[C:6]([O:5][C:1]([CH3:3])([CH3:4])[CH3:2])=[O:41]. The yield is 0.930.